From a dataset of hERG channel blocking data for cardiac toxicity assessment. Regression/Classification. Given a drug SMILES string, predict its toxicity properties. Task type varies by dataset: regression for continuous values (e.g., LD50, hERG inhibition percentage) or binary classification for toxic/non-toxic outcomes (e.g., AMES mutagenicity, cardiotoxicity, hepatotoxicity). Dataset: herg. (1) The molecule is C[C@@H](O)c1cn(-c2ccc(F)cc2)c2ccc(Cl)cc12. The result is 1 (blocker). (2) The drug is CCC[NH+]1C[C@H](CSC)C[C@H]2c3cccc4c3[C@H](C=N4)C[C@H]21. The result is 1 (blocker). (3) The molecule is Fc1ccc2c([C@@H]3C[NH2+]CC[C@@H]3F)c(-c3cccc4ccccc34)[nH]c2c1. The result is 1 (blocker). (4) The compound is COc1cccc(CN2CCC(NC(=O)c3cc(=O)c4ccc(F)cc4o3)CC2)c1. The result is 1 (blocker). (5) The molecule is Fc1ccc2c([C@@H]3C[NH2+]CC[C@@H]3F)c(C3CCCCCC3)[nH]c2c1. The result is 1 (blocker). (6) The compound is CN(C(=O)N1CC(c2cc(F)ccc2F)=C[C@H]1c1cccc(O)c1)C1CCNCC1. The result is 1 (blocker). (7) The result is 0 (non-blocker). The compound is CS(=O)(=O)c1ccc(C2=C(c3ccccc3)C(=O)OC2)cc1. (8) The result is 0 (non-blocker). The molecule is CCCCC(=O)N(Cc1ccc(-c2ccccc2-c2nn[n-]n2)cc1)[C@H](C(=O)[O-])C(C)C. (9) The molecule is COc1ccc2c(c1)[C@]13CCCC[C@@H]1[C@H](C2)N(C)CC3. The result is 1 (blocker).